From a dataset of Full USPTO retrosynthesis dataset with 1.9M reactions from patents (1976-2016). Predict the reactants needed to synthesize the given product. (1) Given the product [NH2:57][C:58](=[O:62])[CH2:59][CH2:60][NH:61][C:20]([C:19]1[CH:18]=[N:17][N:15]2[CH:16]=[C:11]([CH:9]([C:5]3[CH:6]=[CH:7][CH:8]=[C:3]([C:2]([F:1])([F:24])[F:23])[CH:4]=3)[CH3:10])[CH:12]=[N:13][C:14]=12)=[O:21], predict the reactants needed to synthesize it. The reactants are: [F:1][C:2]([F:24])([F:23])[C:3]1[CH:4]=[C:5]([CH:9]([C:11]2[CH:12]=[N:13][C:14]3[N:15]([N:17]=[CH:18][C:19]=3[C:20](O)=[O:21])[CH:16]=2)[CH3:10])[CH:6]=[CH:7][CH:8]=1.CN(C(ON1N=NC2C=CC=CC1=2)=[N+](C)C)C.[B-](F)(F)(F)F.C(N(CC)C(C)C)(C)C.[Cl-].[NH2:57][C:58](=[O:62])[CH2:59][CH2:60][NH3+:61]. (2) Given the product [Cl:1][C:2]1[CH:10]=[C:9]2[C:5]([C:6]([C:11]([O:13][CH3:14])=[O:12])=[CH:7][NH:8]2)=[CH:4][C:3]=1[C:24]1[CH:39]=[CH:38][C:27]([O:28][CH2:29][CH2:30][CH2:31][N:32]2[CH2:33][CH2:34][NH:35][CH2:36][CH2:37]2)=[CH:26][CH:25]=1, predict the reactants needed to synthesize it. The reactants are: [Cl:1][C:2]1[CH:10]=[C:9]2[C:5]([C:6]([C:11]([O:13][CH3:14])=[O:12])=[CH:7][NH:8]2)=[CH:4][C:3]=1B1OCC(C)(C)CO1.Br[C:24]1[CH:39]=[CH:38][C:27]([O:28][CH2:29][CH2:30][CH2:31][N:32]2[CH2:37][CH2:36][NH:35][CH2:34][CH2:33]2)=[CH:26][CH:25]=1.C(=O)([O-])[O-].[K+].[K+].C(OCC)(=O)C. (3) Given the product [OH:25][CH2:24][C:12]1[C:13]([CH:21]([CH3:23])[CH3:22])=[N:14][C:15]2[CH2:16][C:17]([CH3:19])([CH3:20])[CH2:18][C@H:9]([OH:8])[C:10]=2[C:11]=1[I:26], predict the reactants needed to synthesize it. The reactants are: [Si]([O:8][CH:9]1[CH2:18][C:17]([CH3:20])([CH3:19])[CH2:16][C:15]2[N:14]=[C:13]([CH:21]([CH3:23])[CH3:22])[C:12]([CH2:24][OH:25])=[C:11]([I:26])[C:10]1=2)(C(C)(C)C)(C)C.[F-].C([N+](CCCC)(CCCC)CCCC)CCC.